Dataset: Peptide-MHC class I binding affinity with 185,985 pairs from IEDB/IMGT. Task: Regression. Given a peptide amino acid sequence and an MHC pseudo amino acid sequence, predict their binding affinity value. This is MHC class I binding data. (1) The peptide sequence is VSLVKKNKK. The MHC is HLA-A03:01 with pseudo-sequence HLA-A03:01. The binding affinity (normalized) is 0. (2) The peptide sequence is KGKMFDSQVI. The MHC is H-2-Dd with pseudo-sequence H-2-Dd. The binding affinity (normalized) is 0.